This data is from Forward reaction prediction with 1.9M reactions from USPTO patents (1976-2016). The task is: Predict the product of the given reaction. (1) Given the reactants [CH2:1]([O:8][C:9]([NH:11][C@H:12]([CH2:20][OH:21])[C@H:13]([O:15][C:16]([CH3:19])([CH3:18])[CH3:17])[CH3:14])=[O:10])[C:2]1[CH:7]=[CH:6][CH:5]=[CH:4][CH:3]=1.[CH3:22][S:23](Cl)(=[O:25])=[O:24], predict the reaction product. The product is: [CH2:1]([O:8][C:9]([NH:11][C@H:12]([CH2:20][O:21][S:23]([CH3:22])(=[O:25])=[O:24])[C@H:13]([O:15][C:16]([CH3:17])([CH3:19])[CH3:18])[CH3:14])=[O:10])[C:2]1[CH:3]=[CH:4][CH:5]=[CH:6][CH:7]=1. (2) Given the reactants [NH:1]1[CH:6]=[CH:5][CH:4]=[CH:3][C:2]1=[O:7].[N:8]1C(C)=C[CH:11]=[CH:10][C:9]=1C.[F:16][C:17]([F:30])([F:29])[S:18]([O:21]S(C(F)(F)F)(=O)=O)(=[O:20])=[O:19].Cl[CH2:32]Cl, predict the reaction product. The product is: [CH3:32][O:7][C:2]1[N:1]=[C:6]2[C:5](=[CH:4][CH:3]=1)[N:8]=[CH:9][CH:10]=[C:11]2[O:21][S:18]([C:17]([F:30])([F:29])[F:16])(=[O:20])=[O:19]. (3) Given the reactants ClC1C=C(OC)C(NS(C2SC(C)=NC=2C)(=O)=O)=NC=1.[Cl:21][C:22]1[S:23][C:24]([Cl:31])=[CH:25][C:26]=1[S:27](Cl)(=[O:29])=[O:28].CC1N=C(C)SC=1S(Cl)(=O)=O.[NH2:43][C:44]1[N:49]=[CH:48][C:47]([C:50]([O:52][CH3:53])=[O:51])=[CH:46][C:45]=1[O:54][CH3:55].ClC1C=C(OC)C(N)=NC=1, predict the reaction product. The product is: [Cl:21][C:22]1[S:23][C:24]([Cl:31])=[CH:25][C:26]=1[S:27]([NH:43][C:44]1[N:49]=[CH:48][C:47]([C:50]([O:52][CH3:53])=[O:51])=[CH:46][C:45]=1[O:54][CH3:55])(=[O:29])=[O:28].